The task is: Predict which catalyst facilitates the given reaction.. This data is from Catalyst prediction with 721,799 reactions and 888 catalyst types from USPTO. Reactant: [NH:1]1[CH2:5][CH2:4][CH2:3][CH2:2]1.[C:6]1(=O)[CH2:11][CH2:10][CH2:9][CH2:8][CH2:7]1.[O-]S([O-])(=O)=O.[Mg+2]. Product: [CH:6]1([N:1]2[CH2:5][CH2:4][CH2:3][CH2:2]2)[CH2:11][CH2:10][CH2:9][CH2:8][CH2:7]1. The catalyst class is: 244.